Predict the reaction yield, written as a fraction of the theoretical maximum amount of product (1.0 means a 100% yield; for example, 0.34 means a 34% yield). From a dataset of Reaction yield outcomes from USPTO patents with 853,638 reactions. (1) The reactants are [ClH:1].O1CCOCC1.OC(C(F)(F)F)=O.[F:15][C:16]1[CH:48]=[CH:47][C:19]2[N:20]=[C:21]([NH:23][C:24]([N:26]3[CH2:31][CH2:30][N:29](C(OC(C)(C)C)=O)[CH2:28][CH:27]3[CH2:39][O:40][C:41]3[CH:42]=[N:43][CH:44]=[CH:45][CH:46]=3)=[O:25])[S:22][C:18]=2[CH:17]=1. The catalyst is CO. The product is [ClH:1].[ClH:1].[F:15][C:16]1[CH:48]=[CH:47][C:19]2[N:20]=[C:21]([NH:23][C:24]([N:26]3[CH2:31][CH2:30][NH:29][CH2:28][CH:27]3[CH2:39][O:40][C:41]3[CH:42]=[N:43][CH:44]=[CH:45][CH:46]=3)=[O:25])[S:22][C:18]=2[CH:17]=1. The yield is 0.900. (2) The reactants are [C:1]([CH2:3][C@@H:4]([NH:13]C(=O)OC(C)(C)C)[C:5]([NH:7][CH:8]1[CH2:12][CH2:11][CH2:10][CH2:9]1)=[O:6])#[N:2]. The catalyst is C(O)(C(F)(F)F)=O.C(Cl)Cl. The product is [NH2:13][C@H:4]([CH2:3][C:1]#[N:2])[C:5]([NH:7][CH:8]1[CH2:9][CH2:10][CH2:11][CH2:12]1)=[O:6]. The yield is 0.410. (3) The reactants are [Cl:1][C:2]1[CH:3]=[C:4]([CH3:11])[C:5]([OH:10])=[C:6]([CH:9]=1)[CH:7]=O.C1(P([CH2:31][C:32]([O:34][C:35]([CH3:38])([CH3:37])[CH3:36])=[O:33])(C2C=CC=CC=2)C2C=CC=CC=2)C=CC=CC=1.C1CCN2C(=NCCC2)CC1. The catalyst is C1COCC1. The product is [Cl:1][C:2]1[CH:3]=[C:4]([CH3:11])[C:5]([OH:10])=[C:6](/[CH:7]=[CH:31]/[C:32]([O:34][C:35]([CH3:38])([CH3:37])[CH3:36])=[O:33])[CH:9]=1. The yield is 0.880. (4) No catalyst specified. The reactants are [CH3:1][C:2]1[O:6][N:5]=[C:4]([C:7]2[CH:12]=[CH:11][N:10]=[CH:9][CH:8]=2)[C:3]=1[CH2:13][O:14][C:15]1[CH:23]=[CH:22][C:18]([C:19]([OH:21])=O)=[CH:17][N:16]=1.[CH:24]([NH2:27])([CH3:26])[CH3:25]. The yield is 0.700. The product is [CH:24]([NH:27][C:19](=[O:21])[C:18]1[CH:22]=[CH:23][C:15]([O:14][CH2:13][C:3]2[C:4]([C:7]3[CH:8]=[CH:9][N:10]=[CH:11][CH:12]=3)=[N:5][O:6][C:2]=2[CH3:1])=[N:16][CH:17]=1)([CH3:26])[CH3:25]. (5) The reactants are [CH3:1][O:2][C:3](=[O:23])[C:4]1[C:9]([NH:10][C:11]2[CH:16]=[CH:15][C:14]([Br:17])=[CH:13][C:12]=2[Cl:18])=[C:8]([Cl:19])[C:7]([N:20]=[N+]=[N-])=[N:6][CH:5]=1.ClCCl.C(O)(=O)C. The catalyst is [Zn].C(OCC)(=O)C. The product is [CH3:1][O:2][C:3](=[O:23])[C:4]1[C:9]([NH:10][C:11]2[CH:16]=[CH:15][C:14]([Br:17])=[CH:13][C:12]=2[Cl:18])=[C:8]([Cl:19])[C:7]([NH2:20])=[N:6][CH:5]=1. The yield is 0.980. (6) The reactants are [CH2:1]([O:3][C:4](=[O:14])[CH2:5][CH2:6][CH2:7][CH2:8]/[CH:9]=[CH:10]/[CH:11]1[CH2:13][S:12]1)[CH3:2].S1CC1. The catalyst is C1C=CC=CC=1. The product is [S:12]1[CH2:13][CH:11]=[CH:10][CH:9]1[CH2:8][CH2:7][CH2:6][CH2:5][C:4]([O:3][CH2:1][CH3:2])=[O:14]. The yield is 0.800.